Dataset: Full USPTO retrosynthesis dataset with 1.9M reactions from patents (1976-2016). Task: Predict the reactants needed to synthesize the given product. (1) Given the product [SH:19][CH2:2][CH2:3][CH2:4][CH2:5][CH2:6][CH2:7][N:8]1[C:15](=[O:16])[NH:14][C:12](=[O:13])[NH:11][C:9]1=[O:10], predict the reactants needed to synthesize it. The reactants are: Br[CH2:2][CH2:3][CH2:4][CH2:5][CH2:6][CH2:7][N:8]1[C:15](=[O:16])[NH:14][C:12](=[O:13])[NH:11][C:9]1=[O:10].NC(N)=[S:19].[OH-].[Na+]. (2) Given the product [Cl:9][CH2:10][C:11]1[O:6][N:5]=[C:3]([C:2]([F:8])([F:7])[F:1])[N:4]=1, predict the reactants needed to synthesize it. The reactants are: [F:1][C:2]([F:8])([F:7])[C:3](=[N:5][OH:6])[NH2:4].[Cl:9][CH2:10][C:11](OC(=O)CCl)=O.C([O-])(O)=O.[Na+].